The task is: Predict which catalyst facilitates the given reaction.. This data is from Catalyst prediction with 721,799 reactions and 888 catalyst types from USPTO. (1) Product: [CH2:1]([C@H:4]1[CH2:9][C@H:8]([C:10]2[CH:15]=[CH:14][CH:13]=[C:12]([Cl:16])[CH:11]=2)[C@@H:7]([C:17]2[CH:22]=[CH:21][C:20]([Cl:23])=[CH:19][CH:18]=2)[N:6]([C@@H:24]([CH2:28][CH3:29])[C:25]([NH:33][CH2:31][CH3:32])=[O:27])[C:5]1=[O:30])[CH:2]=[CH2:3]. The catalyst class is: 59. Reactant: [CH2:1]([C@H:4]1[CH2:9][C@H:8]([C:10]2[CH:15]=[CH:14][CH:13]=[C:12]([Cl:16])[CH:11]=2)[C@@H:7]([C:17]2[CH:22]=[CH:21][C:20]([Cl:23])=[CH:19][CH:18]=2)[N:6]([C@@H:24]([CH2:28][CH3:29])[C:25]([OH:27])=O)[C:5]1=[O:30])[CH:2]=[CH2:3].[CH2:31]([NH2:33])[CH3:32].Cl.C(N=C=NCCCN(C)C)C.N1C2C(=NC=CC=2)N(O)N=1.C(=O)(O)[O-].[Na+].Cl. (2) Reactant: [C:1]([O:5][C:6]([N:8]1[C@H:17]([C:18](=[O:40])[NH:19][C@H:20]([C:36]([O:38][CH3:39])=[O:37])[CH2:21][C:22]2[CH:27]=[CH:26][C:25]([C:28]3[CH:33]=[CH:32][N:31]=[C:30]([CH3:34])[C:29]=3[CH3:35])=[CH:24][CH:23]=2)[CH2:16][C:15]2[CH:14]=[C:13]3[O:41][CH2:42][C@H:43]([C:45]4[CH:50]=[CH:49][CH:48]=[C:47]([O:51]CC5C=CC(Cl)=C(Cl)C=5)[CH:46]=4)[O:44][C:12]3=[CH:11][C:10]=2[CH2:9]1)=[O:7])([CH3:4])([CH3:3])[CH3:2].C(N(CC)CC)C. Product: [C:1]([O:5][C:6]([N:8]1[C@H:17]([C:18](=[O:40])[NH:19][C@H:20]([C:36]([O:38][CH3:39])=[O:37])[CH2:21][C:22]2[CH:23]=[CH:24][C:25]([C:28]3[CH:33]=[CH:32][N:31]=[C:30]([CH3:34])[C:29]=3[CH3:35])=[CH:26][CH:27]=2)[CH2:16][C:15]2[CH:14]=[C:13]3[O:41][CH2:42][C@H:43]([C:45]4[CH:50]=[CH:49][CH:48]=[C:47]([OH:51])[CH:46]=4)[O:44][C:12]3=[CH:11][C:10]=2[CH2:9]1)=[O:7])([CH3:4])([CH3:2])[CH3:3]. The catalyst class is: 582. (3) The catalyst class is: 314. Product: [Br:1][C:2]1[CH:9]=[C:6]([NH:7][CH3:8])[C:5]([NH2:10])=[CH:4][CH:3]=1. Reactant: [Br:1][C:2]1[CH:3]=[CH:4][C:5]([N+:10]([O-])=O)=[C:6]([CH:9]=1)[NH:7][CH3:8].[Cl-].[NH4+]. (4) Reactant: Cl.Cl.[CH:3]1([N:7]2[CH2:12][CH2:11][NH:10][CH2:9][CH2:8]2)[CH2:6][CH2:5][CH2:4]1.[C:13](N1CCNCC1)([O:15][C:16]([CH3:19])([CH3:18])[CH3:17])=[O:14].C1(=O)CCC1.[BH-](OC(C)=O)(OC(C)=O)OC(C)=O.[Na+]. Product: [C:13]([N:10]1[CH2:11][CH2:12][N:7]([CH:3]2[CH2:6][CH2:5][CH2:4]2)[CH2:8][CH2:9]1)([O:15][C:16]([CH3:19])([CH3:18])[CH3:17])=[O:14]. The catalyst class is: 26.